From a dataset of Reaction yield outcomes from USPTO patents with 853,638 reactions. Predict the reaction yield, written as a fraction of the theoretical maximum amount of product (1.0 means a 100% yield; for example, 0.34 means a 34% yield). (1) The reactants are [Li][NH2:2].[C:3]([C:7]1[CH:12]=[CH:11][C:10](Br)=[CH:9][CH:8]=1)([CH3:6])([CH3:5])[CH3:4].Cl.C([O-])(O)=O.[Na+]. The catalyst is COCCOC. The product is [C:3]([C:7]1[CH:12]=[CH:11][C:10]([NH2:2])=[CH:9][CH:8]=1)([CH3:6])([CH3:5])[CH3:4]. The yield is 0.720. (2) The reactants are Cl[C:2]1[N:7]=[CH:6][C:5]([C:8]2[C:9]3[C:10](=[N:27][N:28]([CH3:30])[CH:29]=3)[N:11]=[C:12]([C:20]3[CH:25]=[CH:24][C:23]([F:26])=[CH:22][CH:21]=3)[C:13]=2[C:14]2[CH:19]=[CH:18][N:17]=[CH:16][CH:15]=2)=[CH:4][CH:3]=1. The catalyst is CC(O)=O.[Zn]. The product is [F:26][C:23]1[CH:22]=[CH:21][C:20]([C:12]2[C:13]([C:14]3[CH:15]=[CH:16][N:17]=[CH:18][CH:19]=3)=[C:8]([C:5]3[CH:6]=[N:7][CH:2]=[CH:3][CH:4]=3)[C:9]3[C:10](=[N:27][N:28]([CH3:30])[CH:29]=3)[N:11]=2)=[CH:25][CH:24]=1. The yield is 0.0400. (3) The catalyst is C1COCC1.CCOC(C)=O. The reactants are [CH:1]1[CH:6]=[C:5]2[C:7]([NH:9][C:10]([NH:12][C:4]2=[CH:3][CH:2]=1)=O)=[O:8].[Li]C(C)(C)C.C(=O)=O. The yield is 0.430. The product is [CH:1]1[CH:2]=[CH:3][C:4]2[N:12]=[CH:10][NH:9][C:7](=[O:8])[C:5]=2[CH:6]=1. (4) The reactants are Cl[C:2]1[CH:7]=[CH:6][N:5]=[C:4]([NH:8][C:9]2[CH:14]=[CH:13][CH:12]=[C:11]([Cl:15])[CH:10]=2)[N:3]=1.[NH2:16][CH2:17][C@@H:18]1[CH2:22][CH2:21][CH2:20][N:19]1[C:23]([O:25][C:26]([CH3:29])([CH3:28])[CH3:27])=[O:24].C(N(C(C)C)CC)(C)C. The catalyst is C1COCC1. The product is [Cl:15][C:11]1[CH:10]=[C:9]([NH:8][C:4]2[N:3]=[C:2]([NH:16][CH2:17][C@@H:18]3[CH2:22][CH2:21][CH2:20][N:19]3[C:23]([O:25][C:26]([CH3:29])([CH3:28])[CH3:27])=[O:24])[CH:7]=[CH:6][N:5]=2)[CH:14]=[CH:13][CH:12]=1. The yield is 0.320.